From a dataset of CYP1A2 inhibition data for predicting drug metabolism from PubChem BioAssay. Regression/Classification. Given a drug SMILES string, predict its absorption, distribution, metabolism, or excretion properties. Task type varies by dataset: regression for continuous measurements (e.g., permeability, clearance, half-life) or binary classification for categorical outcomes (e.g., BBB penetration, CYP inhibition). Dataset: cyp1a2_veith. The drug is COCCn1c(=O)c(-c2ccc(Cl)cc2)nc2cnc(Oc3ccc(OC)cc3)nc21. The result is 1 (inhibitor).